This data is from NCI-60 drug combinations with 297,098 pairs across 59 cell lines. The task is: Regression. Given two drug SMILES strings and cell line genomic features, predict the synergy score measuring deviation from expected non-interaction effect. (1) Drug 1: CC12CCC(CC1=CCC3C2CCC4(C3CC=C4C5=CN=CC=C5)C)O. Drug 2: C1CN1P(=S)(N2CC2)N3CC3. Cell line: RPMI-8226. Synergy scores: CSS=43.6, Synergy_ZIP=-8.19, Synergy_Bliss=-4.81, Synergy_Loewe=-6.03, Synergy_HSA=-5.17. (2) Drug 1: CC1=CC2C(CCC3(C2CCC3(C(=O)C)OC(=O)C)C)C4(C1=CC(=O)CC4)C. Drug 2: CC1C(C(CC(O1)OC2CC(CC3=C2C(=C4C(=C3O)C(=O)C5=CC=CC=C5C4=O)O)(C(=O)C)O)N)O. Cell line: NCI-H226. Synergy scores: CSS=50.3, Synergy_ZIP=-2.95, Synergy_Bliss=-1.80, Synergy_Loewe=-17.1, Synergy_HSA=2.04. (3) Drug 1: CC1OCC2C(O1)C(C(C(O2)OC3C4COC(=O)C4C(C5=CC6=C(C=C35)OCO6)C7=CC(=C(C(=C7)OC)O)OC)O)O. Drug 2: COC1=CC(=CC(=C1O)OC)C2C3C(COC3=O)C(C4=CC5=C(C=C24)OCO5)OC6C(C(C7C(O6)COC(O7)C8=CC=CS8)O)O. Cell line: NCI-H460. Synergy scores: CSS=67.0, Synergy_ZIP=1.23, Synergy_Bliss=0.660, Synergy_Loewe=5.68, Synergy_HSA=8.57. (4) Drug 1: C1CCN(CC1)CCOC2=CC=C(C=C2)C(=O)C3=C(SC4=C3C=CC(=C4)O)C5=CC=C(C=C5)O. Drug 2: CC1=CC=C(C=C1)C2=CC(=NN2C3=CC=C(C=C3)S(=O)(=O)N)C(F)(F)F. Cell line: HT29. Synergy scores: CSS=-2.25, Synergy_ZIP=0.314, Synergy_Bliss=-1.68, Synergy_Loewe=-5.38, Synergy_HSA=-5.40. (5) Drug 1: C1CCN(CC1)CCOC2=CC=C(C=C2)C(=O)C3=C(SC4=C3C=CC(=C4)O)C5=CC=C(C=C5)O. Drug 2: CS(=O)(=O)CCNCC1=CC=C(O1)C2=CC3=C(C=C2)N=CN=C3NC4=CC(=C(C=C4)OCC5=CC(=CC=C5)F)Cl. Cell line: NCIH23. Synergy scores: CSS=-3.28, Synergy_ZIP=4.47, Synergy_Bliss=7.82, Synergy_Loewe=3.24, Synergy_HSA=2.24.